Dataset: Aqueous solubility values for 9,982 compounds from the AqSolDB database. Task: Regression/Classification. Given a drug SMILES string, predict its absorption, distribution, metabolism, or excretion properties. Task type varies by dataset: regression for continuous measurements (e.g., permeability, clearance, half-life) or binary classification for categorical outcomes (e.g., BBB penetration, CYP inhibition). For this dataset (solubility_aqsoldb), we predict Y. The molecule is CCOP(=S)(OCC)Oc1nc(Cl)c(Cl)cc1Cl. The Y is -5.50 log mol/L.